Dataset: Reaction yield outcomes from USPTO patents with 853,638 reactions. Task: Predict the reaction yield, written as a fraction of the theoretical maximum amount of product (1.0 means a 100% yield; for example, 0.34 means a 34% yield). The reactants are [Cl:1][C:2]1[C:3]2[CH:10]=[C:9]([C:11]([O-:13])=O)[N:8]([CH3:14])[C:4]=2[N:5]=[CH:6][N:7]=1.[Li+].C(Cl)(=O)C(Cl)=O.[CH3:22][N:23](C=O)[CH3:24].N(C)C. The catalyst is C(Cl)Cl.C1COCC1. The product is [Cl:1][C:2]1[C:3]2[CH:10]=[C:9]([C:11]([N:23]([CH3:24])[CH3:22])=[O:13])[N:8]([CH3:14])[C:4]=2[N:5]=[CH:6][N:7]=1. The yield is 0.580.